This data is from Catalyst prediction with 721,799 reactions and 888 catalyst types from USPTO. The task is: Predict which catalyst facilitates the given reaction. (1) Reactant: [Br:1][C:2]1[C:9]([CH3:10])=[CH:8][CH:7]=[CH:6][C:3]=1[CH2:4]Br.[C:11](=O)(O)[O-:12].[Na+].C(O)(=O)C. Product: [Br:1][C:2]1[C:9]([CH3:10])=[CH:8][CH:7]=[CH:6][C:3]=1[CH2:4][O:12][CH3:11]. The catalyst class is: 5. (2) Reactant: [C:1]1([C:7]2[CH:8]=[C:9]([C:26]([O:28]C)=[O:27])[C:10]3[NH:11][C:12]4[CH:13]=[C:14]([C:20]([O:22][CH:23]([CH3:25])[CH3:24])=[O:21])[CH:15]=[CH:16][C:17]=4[C:18]=3[N:19]=2)[CH:6]=[CH:5][CH:4]=[CH:3][CH:2]=1.CO.[OH-].[Na+].Cl. Product: [CH:23]([O:22][C:20]([C:14]1[CH:15]=[CH:16][C:17]2[C:18]3[N:19]=[C:7]([C:1]4[CH:6]=[CH:5][CH:4]=[CH:3][CH:2]=4)[CH:8]=[C:9]([C:26]([OH:28])=[O:27])[C:10]=3[NH:11][C:12]=2[CH:13]=1)=[O:21])([CH3:25])[CH3:24]. The catalyst class is: 1. (3) Reactant: [F:1][C:2]([F:41])([F:40])[C:3]1[CH:8]=[CH:7][C:6](/[CH:9]=[CH:10]/[C:11]2[O:12][CH:13]=[C:14]([CH2:16][O:17][C:18]3[CH:23]=[CH:22][C:21]([CH2:24][CH2:25][CH2:26][CH2:27][N:28]4[CH:32]=[CH:31][N:30]=[C:29]4[CH2:33][CH2:34][C:35](OCC)=[O:36])=[CH:20][CH:19]=3)[N:15]=2)=[CH:5][CH:4]=1.[CH3:42][NH2:43]. Product: [CH3:42][NH:43][C:35](=[O:36])[CH2:34][CH2:33][C:29]1[N:28]([CH2:27][CH2:26][CH2:25][CH2:24][C:21]2[CH:20]=[CH:19][C:18]([O:17][CH2:16][C:14]3[N:15]=[C:11](/[CH:10]=[CH:9]/[C:6]4[CH:5]=[CH:4][C:3]([C:2]([F:40])([F:41])[F:1])=[CH:8][CH:7]=4)[O:12][CH:13]=3)=[CH:23][CH:22]=2)[CH:32]=[CH:31][N:30]=1. The catalyst class is: 8. (4) Reactant: [N:1]([O-])=O.[Na+].[NH2:5][C:6]1[CH:15]=[CH:14][C:9]([C:10]([O:12][CH3:13])=[O:11])=[CH:8][C:7]=1[CH3:16]. Product: [NH:5]1[C:6]2[C:7](=[CH:8][C:9]([C:10]([O:12][CH3:13])=[O:11])=[CH:14][CH:15]=2)[CH:16]=[N:1]1. The catalyst class is: 211.